This data is from Full USPTO retrosynthesis dataset with 1.9M reactions from patents (1976-2016). The task is: Predict the reactants needed to synthesize the given product. (1) Given the product [C:1]([C:5]1[CH:6]=[C:7]([CH:11]=[C:12]([OH:14])[CH:13]=1)[C:8]([O:10][CH3:19])=[O:9])([CH3:4])([CH3:2])[CH3:3], predict the reactants needed to synthesize it. The reactants are: [C:1]([C:5]1[CH:6]=[C:7]([CH:11]=[C:12]([OH:14])[CH:13]=1)[C:8]([OH:10])=[O:9])([CH3:4])([CH3:3])[CH3:2].S(Cl)(Cl)=O.[CH3:19]O. (2) Given the product [Br:8][C:4]1[CH:5]=[CH:6][CH:7]=[C:2]([O:15][C:9]2[CH:14]=[CH:13][CH:12]=[CH:11][CH:10]=2)[N:3]=1, predict the reactants needed to synthesize it. The reactants are: Br[C:2]1[CH:7]=[CH:6][CH:5]=[C:4]([Br:8])[N:3]=1.[C:9]1([OH:15])[CH:14]=[CH:13][CH:12]=[CH:11][CH:10]=1.CC(C)([O-])C.[K+].C(OCC)(=O)C. (3) The reactants are: [F:1][C:2]1[CH:7]=[CH:6][C:5]([C:8]2[O:12][N:11]=[C:10]([CH2:13][CH2:14][NH:15][CH2:16][CH3:17])[N:9]=2)=[CH:4][CH:3]=1.[CH3:18][C:19]1[CH:20]=[CH:21][C:22]([N:28]2[N:32]=[CH:31][CH:30]=[N:29]2)=[C:23]([CH:27]=1)[C:24](O)=[O:25]. Given the product [CH2:16]([N:15]([CH2:14][CH2:13][C:10]1[N:9]=[C:8]([C:5]2[CH:4]=[CH:3][C:2]([F:1])=[CH:7][CH:6]=2)[O:12][N:11]=1)[C:24](=[O:25])[C:23]1[CH:27]=[C:19]([CH3:18])[CH:20]=[CH:21][C:22]=1[N:28]1[N:32]=[CH:31][CH:30]=[N:29]1)[CH3:17], predict the reactants needed to synthesize it. (4) Given the product [Br:17][C:18]1[CH:19]=[CH:20][C:21]([O:26][CH3:27])=[C:22]([CH:25]=1)[CH2:23][NH:15][CH:12]1[CH2:11][CH2:10][CH:9]([N:8]([CH3:16])[C:1](=[O:2])[O:3][C:4]([CH3:7])([CH3:6])[CH3:5])[CH2:14][CH2:13]1, predict the reactants needed to synthesize it. The reactants are: [C:1]([N:8]([CH3:16])[C@H:9]1[CH2:14][CH2:13][C@H:12]([NH2:15])[CH2:11][CH2:10]1)([O:3][C:4]([CH3:7])([CH3:6])[CH3:5])=[O:2].[Br:17][C:18]1[CH:19]=[CH:20][C:21]([O:26][CH3:27])=[C:22]([CH:25]=1)[CH:23]=O. (5) The reactants are: Cl[C:2]1[N:9]=[C:8]([CH3:10])[CH:7]=[CH:6][C:3]=1[C:4]#[N:5].[C:11]([O:15][CH2:16][CH3:17])(=[O:14])[CH2:12][SH:13].C[O-].[Na+].[O-]CC.[Na+]. Given the product [NH2:5][C:4]1[C:3]2[C:2](=[N:9][C:8]([CH3:10])=[CH:7][CH:6]=2)[S:13][C:12]=1[C:11]([O:15][CH2:16][CH3:17])=[O:14], predict the reactants needed to synthesize it.